This data is from Forward reaction prediction with 1.9M reactions from USPTO patents (1976-2016). The task is: Predict the product of the given reaction. (1) Given the reactants [F:1][C:2]1[CH:3]=[C:4]([C@H:10]2[CH2:14][CH2:13][CH2:12][N:11]2[C:15]2[CH:20]=[CH:19][N:18]3[N:21]=[CH:22][C:23]([C:24]([OH:26])=O)=[C:17]3[N:16]=2)[C:5]([O:8][CH3:9])=[N:6][CH:7]=1.C(N(CC)CC)C.ClC1C=C(Cl)C=C(Cl)C=1C(Cl)=O.[Si:46]([O:63][CH2:64][C:65]1[C:66]([NH2:71])=[N:67][CH:68]=[CH:69][CH:70]=1)([C:59]([CH3:62])([CH3:61])[CH3:60])([C:53]1[CH:58]=[CH:57][CH:56]=[CH:55][CH:54]=1)[C:47]1[CH:52]=[CH:51][CH:50]=[CH:49][CH:48]=1, predict the reaction product. The product is: [Si:46]([O:63][CH2:64][C:65]1[C:66]([NH:71][C:24]([C:23]2[CH:22]=[N:21][N:18]3[CH:19]=[CH:20][C:15]([N:11]4[CH2:12][CH2:13][CH2:14][C@@H:10]4[C:4]4[C:5]([O:8][CH3:9])=[N:6][CH:7]=[C:2]([F:1])[CH:3]=4)=[N:16][C:17]=23)=[O:26])=[N:67][CH:68]=[CH:69][CH:70]=1)([C:59]([CH3:60])([CH3:61])[CH3:62])([C:53]1[CH:58]=[CH:57][CH:56]=[CH:55][CH:54]=1)[C:47]1[CH:52]=[CH:51][CH:50]=[CH:49][CH:48]=1. (2) Given the reactants [CH2:1]([N:8]([CH2:21][C:22]1[CH:41]=[CH:40][C:25]([O:26][C:27]2[CH:39]=[CH:38][C:30]([O:31][CH2:32][CH2:33][CH2:34][C:35](O)=[O:36])=[CH:29][CH:28]=2)=[CH:24][CH:23]=1)[C:9]1[CH:14]=[CH:13][CH:12]=[C:11]([NH:15][S:16]([CH3:19])(=[O:18])=[O:17])[C:10]=1[CH3:20])[C:2]1[CH:7]=[CH:6][CH:5]=[CH:4][CH:3]=1.Cl.C[O:44][C:45](=[O:51])[C@H:46]([CH:48]([CH3:50])[CH3:49])[NH2:47], predict the reaction product. The product is: [CH2:1]([N:8]([CH2:21][C:22]1[CH:23]=[CH:24][C:25]([O:26][C:27]2[CH:28]=[CH:29][C:30]([O:31][CH2:32][CH2:33][CH2:34][C:35]([NH:47][C@H:46]([C:45]([OH:44])=[O:51])[CH:48]([CH3:50])[CH3:49])=[O:36])=[CH:38][CH:39]=2)=[CH:40][CH:41]=1)[C:9]1[CH:14]=[CH:13][CH:12]=[C:11]([NH:15][S:16]([CH3:19])(=[O:17])=[O:18])[C:10]=1[CH3:20])[C:2]1[CH:3]=[CH:4][CH:5]=[CH:6][CH:7]=1. (3) The product is: [Cl:1][C:2]1[CH:10]=[CH:9][C:5]([C:6]([O:8][CH3:16])=[O:7])=[CH:4][N:3]=1. Given the reactants [Cl:1][C:2]1[CH:10]=[CH:9][C:5]([C:6]([OH:8])=[O:7])=[CH:4][N:3]=1.OS(O)(=O)=O.[CH3:16]O, predict the reaction product. (4) Given the reactants [CH2:1]([O:4][C:5]1[CH:13]=[CH:12][C:8]([C:9]([NH2:11])=[O:10])=[CH:7][CH:6]=1)[CH2:2][CH3:3].[OH-:14].[Ba+2].[OH-].[CH2:17]=O, predict the reaction product. The product is: [OH:14][CH2:17][NH:11][C:9](=[O:10])[C:8]1[CH:12]=[CH:13][C:5]([O:4][CH2:1][CH2:2][CH3:3])=[CH:6][CH:7]=1. (5) The product is: [CH3:1][O:2][C:3]1[CH:4]=[C:5]([CH2:6][CH2:7][C:8]([OH:10])=[O:9])[CH:16]=[CH:17][C:18]=1[CH3:19]. Given the reactants [CH3:1][O:2][C:3]1[CH:4]=[C:5]([CH:16]=[CH:17][C:18]=1[CH3:19])[CH2:6][CH:7](C(OC)=O)[C:8]([O:10]C)=[O:9].[OH-].[Na+], predict the reaction product.